Dataset: Full USPTO retrosynthesis dataset with 1.9M reactions from patents (1976-2016). Task: Predict the reactants needed to synthesize the given product. (1) Given the product [CH3:1][O:2][C:3]1[CH:4]=[CH:5][C:6]([CH2:7][N:8]2[CH2:12][CH2:11][CH:10]([N:13]3[CH2:18][CH2:17][CH:16]([C:19]4[CH:20]=[CH:21][C:22]([O:25][CH3:26])=[CH:23][CH:24]=4)[CH2:15][CH2:14]3)[C:9]2=[O:27])=[CH:28][CH:29]=1, predict the reactants needed to synthesize it. The reactants are: [CH3:1][O:2][C:3]1[CH:29]=[CH:28][C:6]([CH2:7][N:8]2[CH2:12][CH2:11][CH:10]([N:13]3[CH2:18][CH2:17][C:16]([C:19]4[CH:24]=[CH:23][C:22]([O:25][CH3:26])=[CH:21][CH:20]=4)=[CH:15][CH2:14]3)[C:9]2=[O:27])=[CH:5][CH:4]=1.CO. (2) Given the product [CH:32]1([CH2:31][O:30][C:22]2[CH:23]=[C:24]([F:29])[C:25]([O:27][CH3:28])=[CH:26][C:21]=2[C:20]2[CH:19]=[CH:18][N:17]=[C:16]3[C:12]([C:10]([NH:9][C@H:6]4[CH2:7][CH2:8][C@H:3]([NH:2][C:41](=[O:42])[C@@H:40]([OH:39])[CH3:44])[CH2:4][CH2:5]4)=[O:11])=[C:13]([CH3:35])[NH:14][C:15]=23)[CH2:33][CH2:34]1, predict the reactants needed to synthesize it. The reactants are: Cl.[NH2:2][C@H:3]1[CH2:8][CH2:7][C@H:6]([NH:9][C:10]([C:12]2[C:16]3=[N:17][CH:18]=[CH:19][C:20]([C:21]4[CH:26]=[C:25]([O:27][CH3:28])[C:24]([F:29])=[CH:23][C:22]=4[O:30][CH2:31][CH:32]4[CH2:34][CH2:33]4)=[C:15]3[NH:14][C:13]=2[CH3:35])=[O:11])[CH2:5][CH2:4]1.C([O:39][C@@H:40]([CH3:44])[C:41](Cl)=[O:42])(=O)C. (3) Given the product [C:19]([O:18][C:17](=[O:23])[N:16]([CH:13]1[CH2:14][CH2:15][N:10]([C:9]2[CH:8]=[CH:7][N:6]=[CH:5][C:4]=2[NH2:1])[CH2:11][CH2:12]1)[CH3:25])([CH3:22])([CH3:21])[CH3:20], predict the reactants needed to synthesize it. The reactants are: [N+:1]([C:4]1[CH:5]=[N:6][CH:7]=[CH:8][C:9]=1[N:10]1[CH2:15][CH2:14][CH:13]([NH:16][C:17](=[O:23])[O:18][C:19]([CH3:22])([CH3:21])[CH3:20])[CH2:12][CH2:11]1)([O-])=O.I[CH3:25].[H-].[Na+]. (4) Given the product [CH2:18]([O:17][CH2:16][C@@H:15]([C:20]([O:22][CH3:23])=[O:21])[NH:14][C:12]([C:3]1[C:2]([NH:1][C:25]([NH:24][C:27]2[C:28]([CH3:35])=[CH:29][C:30]([CH3:34])=[CH:31][C:32]=2[CH3:33])=[O:26])=[CH:11][C:10]2[C:5](=[CH:6][CH:7]=[CH:8][CH:9]=2)[CH:4]=1)=[O:13])[CH3:19], predict the reactants needed to synthesize it. The reactants are: [NH2:1][C:2]1[C:3]([C:12]([NH:14][C@H:15]([C:20]([O:22][CH3:23])=[O:21])[CH2:16][O:17][CH2:18][CH3:19])=[O:13])=[CH:4][C:5]2[C:10]([CH:11]=1)=[CH:9][CH:8]=[CH:7][CH:6]=2.[N:24]([C:27]1[C:32]([CH3:33])=[CH:31][C:30]([CH3:34])=[CH:29][C:28]=1[CH3:35])=[C:25]=[O:26]. (5) Given the product [CH3:1][N:2]1[C:6]([NH:7][C:8](=[O:25])[C@@H:9]([NH:17][CH2:37][C:35]2[N:34]=[CH:33][S:32][CH:36]=2)[CH2:10][C:11]2[CH:12]=[CH:13][CH:14]=[CH:15][CH:16]=2)=[CH:5][C:4]([C:26]2[CH:27]=[CH:28][N:29]=[CH:30][CH:31]=2)=[N:3]1, predict the reactants needed to synthesize it. The reactants are: [CH3:1][N:2]1[C:6]([NH:7][C:8](=[O:25])[C@@H:9]([NH:17]C(=O)OC(C)(C)C)[CH2:10][C:11]2[CH:16]=[CH:15][CH:14]=[CH:13][CH:12]=2)=[CH:5][C:4]([C:26]2[CH:31]=[CH:30][N:29]=[CH:28][CH:27]=2)=[N:3]1.[S:32]1[CH:36]=[C:35]([CH:37]=O)[N:34]=[CH:33]1.CC(O)=O.ClCCCl.C(O[BH-](OC(=O)C)OC(=O)C)(=O)C.[Na+]. (6) Given the product [I:12][C:3]1[CH:2]=[CH:7][C:6]2[C:17]3[CH:16]=[CH:15][CH:26]=[CH:25][C:11]=3[S:8](=[O:10])(=[O:9])[C:5]=2[CH:4]=1, predict the reactants needed to synthesize it. The reactants are: F[C:2]1[CH:7]=[CH:6][C:5]([S:8]([CH3:11])(=[O:10])=[O:9])=[CH:4][C:3]=1[I:12].O=S1(=O)C2C=CC=C[C:17]=2[C:16]2C=C[C:25](N)=[CH:26][C:15]1=2. (7) Given the product [CH3:21][CH:20]([N:22]1[C:26]([C:27]([NH:29][C:30]2[CH:38]=[C:37]([C:10]3[C:11]4[CH:18]=[CH:17][NH:16][C:12]=4[N:13]=[CH:14][N:15]=3)[CH:36]=[C:35]3[C:31]=2[CH:32]=[N:33][NH:34]3)=[O:28])=[CH:25][CH:24]=[N:23]1)[CH3:19], predict the reactants needed to synthesize it. The reactants are: P([O-])([O-])([O-])=O.[K+].[K+].[K+].Cl[C:10]1[N:15]=[CH:14][NH:13][C:12]2=[N:16][CH:17]=[CH:18][C:11]=12.[CH3:19][CH:20]([N:22]1[C:26]([C:27]([NH:29][C:30]2[C:31]3[C:35]([CH:36]=[C:37](B4OC(C)(C)CC(C)(C)O4)[CH:38]=2)=[N:34][N:33](C2CCCCO2)[CH:32]=3)=[O:28])=[CH:25][CH:24]=[N:23]1)[CH3:21].O.